This data is from Reaction yield outcomes from USPTO patents with 853,638 reactions. The task is: Predict the reaction yield, written as a fraction of the theoretical maximum amount of product (1.0 means a 100% yield; for example, 0.34 means a 34% yield). (1) The reactants are [NH2:1][C:2]([CH3:7])([CH2:5][OH:6])[CH2:3][OH:4].[C:8](=O)(OCC)[O:9]CC. No catalyst specified. The product is [OH:4][CH2:3][C:2]1([CH3:7])[CH2:5][O:6][C:8](=[O:9])[NH:1]1. The yield is 0.250. (2) No catalyst specified. The yield is 0.980. The product is [CH2:12]([C:13]1[O:9][C:1](=[O:10])[C:2]2[CH:8]=[CH:7][CH:6]=[CH:5][C:3]=2[N:4]=1)[CH3:11]. The reactants are [C:1]([OH:10])(=[O:9])[C:2]1[C:3](=[CH:5][CH:6]=[CH:7][CH:8]=1)[NH2:4].[C:11](OC(=O)CC)(=O)[CH2:12][CH3:13]. (3) The reactants are Cl[C:2]1[N:7]=[N:6][C:5]([C:8]([NH2:10])=[O:9])=[C:4]([NH:11][C:12]2[CH:17]=[CH:16][CH:15]=[C:14]([N:18]3[CH:22]=[CH:21][N:20]=[N:19]3)[N:13]=2)[CH:3]=1.[C@@H:23]1([NH2:30])[CH2:28][CH2:27][CH2:26][CH2:25][C@@H:24]1[NH2:29]. The catalyst is CN1CCCC1=O.C(=O)(O)[O-].[Na+]. The product is [NH2:29][C@H:24]1[CH2:25][CH2:26][CH2:27][CH2:28][C@H:23]1[NH:30][C:2]1[N:7]=[N:6][C:5]([C:8]([NH2:10])=[O:9])=[C:4]([NH:11][C:12]2[CH:17]=[CH:16][CH:15]=[C:14]([N:18]3[CH:22]=[CH:21][N:20]=[N:19]3)[N:13]=2)[CH:3]=1. The yield is 0.230. (4) The reactants are [C:1]([O:5][C:6](=[O:20])[N:7]([CH3:19])[CH2:8][CH2:9][C@H:10]1[CH2:15][CH2:14][C@H:13]([CH2:16][CH:17]=[O:18])[CH2:12][CH2:11]1)([CH3:4])([CH3:3])[CH3:2].C(#N)C.O.I([O-])(=O)(=O)=[O:26].[Na+]. The catalyst is C(Cl)(Cl)(Cl)Cl.[Ru](Cl)(Cl)Cl. The product is [C:1]([O:5][C:6]([N:7]([CH3:19])[CH2:8][CH2:9][C@H:10]1[CH2:15][CH2:14][C@H:13]([CH2:16][C:17]([OH:26])=[O:18])[CH2:12][CH2:11]1)=[O:20])([CH3:3])([CH3:4])[CH3:2]. The yield is 0.620. (5) The reactants are [CH3:1][O:2][CH2:3][O:4][C@H:5]1[CH2:9][CH2:8][N:7]([CH2:10][C@H:11]([C:13]2[CH:18]=[CH:17][CH:16]=[CH:15][CH:14]=2)O)[CH2:6]1.COCO[C@H]1CCN([C@H](C2C=CC=CC=2)CO)C1.[CH3:37][NH:38][C:39]1[CH:48]=[CH:47][C:42]([C:43]([O:45][CH3:46])=[O:44])=[CH:41][N:40]=1. No catalyst specified. The product is [CH3:1][O:2][CH2:3][O:4][C@H:5]1[CH2:9][CH2:8][N:7]([CH2:10][C@@H:11]([N:38]([C:39]2[CH:48]=[CH:47][C:42]([C:43]([O:45][CH3:46])=[O:44])=[CH:41][N:40]=2)[CH3:37])[C:13]2[CH:18]=[CH:17][CH:16]=[CH:15][CH:14]=2)[CH2:6]1. The yield is 0.600. (6) The reactants are [C:1]([O:10]C)(=O)[C:2]1[C:3](=[CH:5][CH:6]=[CH:7][CH:8]=1)[SH:4].[C:12]([C:15]1[C:16](C#N)=[N:17][CH:18]=[CH:19][CH:20]=1)(=[O:14])[CH3:13].[CH2:23]([N:25](CC)CC)C. The catalyst is C1(C)C=CC=CC=1. The product is [C:12]([C:15]1[CH:20]=[CH:19][C:18]([C:23]2[S:4][C:3]3[CH:5]=[CH:6][CH:7]=[CH:8][C:2]=3[C:1](=[O:10])[N:25]=2)=[N:17][CH:16]=1)(=[O:14])[CH3:13]. The yield is 0.380. (7) The reactants are [Si]([O:8][CH2:9][CH2:10][C:11]1([NH:14][C:15](=[O:21])[O:16][C:17]([CH3:20])([CH3:19])[CH3:18])[CH2:13][CH2:12]1)(C(C)(C)C)(C)C. The catalyst is C(Cl)Cl. The product is [OH:8][CH2:9][CH2:10][C:11]1([NH:14][C:15](=[O:21])[O:16][C:17]([CH3:19])([CH3:18])[CH3:20])[CH2:12][CH2:13]1. The yield is 0.600. (8) The reactants are [NH:1]1[CH2:5][CH2:4][C@H:3]([N:6]([CH2:15][C:16]2[CH:21]=[CH:20][CH:19]=[CH:18][C:17]=2[C:22]([F:25])([F:24])[F:23])[C:7]2[CH:14]=[CH:13][C:10]([C:11]#[N:12])=[CH:9][CH:8]=2)[CH2:2]1.Br[CH2:27][C:28]1[CH:29]=[N:30][CH:31]=[CH:32][CH:33]=1. No catalyst specified. The product is [N:30]1[CH:31]=[CH:32][CH:33]=[C:28]([CH2:27][N:1]2[CH2:5][CH2:4][C@H:3]([N:6]([CH2:15][C:16]3[CH:21]=[CH:20][CH:19]=[CH:18][C:17]=3[C:22]([F:24])([F:23])[F:25])[C:7]3[CH:8]=[CH:9][C:10]([C:11]#[N:12])=[CH:13][CH:14]=3)[CH2:2]2)[CH:29]=1. The yield is 0.430. (9) The reactants are [NH2:1][C:2]1[CH:3]=[C:4]([CH:21]=[CH:22][CH:23]=1)[O:5][C:6]1[CH:7]=[CH:8][C:9]2[N:10]([CH:12]=[C:13]([NH:15][C:16]([CH:18]3[CH2:20][CH2:19]3)=[O:17])[N:14]=2)[N:11]=1.[F:24][C:25]([F:36])([F:35])[C:26]1[CH:27]=[C:28]([N:32]=[C:33]=[O:34])[CH:29]=[CH:30][CH:31]=1.C1(C)C=CC=CC=1. The catalyst is O1CCCC1. The product is [F:24][C:25]([F:35])([F:36])[C:26]1[CH:27]=[C:28]([NH:32][C:33]([NH:1][C:2]2[CH:3]=[C:4]([CH:21]=[CH:22][CH:23]=2)[O:5][C:6]2[CH:7]=[CH:8][C:9]3[N:10]([CH:12]=[C:13]([NH:15][C:16]([CH:18]4[CH2:20][CH2:19]4)=[O:17])[N:14]=3)[N:11]=2)=[O:34])[CH:29]=[CH:30][CH:31]=1. The yield is 0.560. (10) The reactants are Cl[C:2]1[CH:7]=[CH:6][CH:5]=[CH:4][CH:3]=1.[F-].[Cs+].O1[CH2:15][CH2:14]OCC1. No catalyst specified. The product is [C:2]1([C:2]2[CH:7]=[CH:6][C:14]([CH3:15])=[CH:4][CH:3]=2)[CH:7]=[CH:6][CH:5]=[CH:4][CH:3]=1. The yield is 0.940.